From a dataset of Forward reaction prediction with 1.9M reactions from USPTO patents (1976-2016). Predict the product of the given reaction. Given the reactants [C:1]([C:4]1[CH:9]=[CH:8][C:7]([S:10]([NH2:13])(=[O:12])=[O:11])=[CH:6][CH:5]=1)(=[O:3])[CH3:2].[CH3:14][O:15][C:16]1[CH:23]=[C:22]([O:24][CH3:25])[C:21]([N:26]2[CH2:30][CH2:29][CH2:28][CH2:27]2)=[CH:20][C:17]=1[CH:18]=O.C[O-].[Li+], predict the reaction product. The product is: [CH3:14][O:15][C:16]1[CH:23]=[C:22]([O:24][CH3:25])[C:21]([N:26]2[CH2:30][CH2:29][CH2:28][CH2:27]2)=[CH:20][C:17]=1/[CH:18]=[CH:2]/[C:1]([C:4]1[CH:5]=[CH:6][C:7]([S:10]([NH2:13])(=[O:11])=[O:12])=[CH:8][CH:9]=1)=[O:3].